This data is from Forward reaction prediction with 1.9M reactions from USPTO patents (1976-2016). The task is: Predict the product of the given reaction. (1) Given the reactants [Si]([O:8][CH2:9][CH:10]1[O:14][N:13]=[C:12]([C:15]2[CH:20]=[CH:19][C:18]([C:21]3[CH:26]=[CH:25][C:24]([N:27]4[CH2:31][C@H:30]([CH2:32][NH:33][C:34](=[O:36])[CH3:35])[O:29][C:28]4=[O:37])=[CH:23][C:22]=3[F:38])=[C:17]([F:39])[CH:16]=2)[CH2:11]1)(C(C)(C)C)(C)C.[F-].C([N+](CCCC)(CCCC)CCCC)CCC.O1CCCC1.O, predict the reaction product. The product is: [F:38][C:22]1[CH:23]=[C:24]([N:27]2[CH2:31][C@H:30]([CH2:32][NH:33][C:34](=[O:36])[CH3:35])[O:29][C:28]2=[O:37])[CH:25]=[CH:26][C:21]=1[C:18]1[CH:19]=[CH:20][C:15]([C:12]2[CH2:11][CH:10]([CH2:9][OH:8])[O:14][N:13]=2)=[CH:16][C:17]=1[F:39]. (2) The product is: [F:20][C:21]1[CH:22]=[C:23]([NH:28][C:29]2[C:37]3[C:32](=[CH:33][CH:34]=[C:35]([NH:38][C:15]([C:14]4[CH:9]([C:4]5[CH:5]=[C:6]([F:8])[CH:7]=[C:2]([F:1])[CH:3]=5)[NH:10][C:11](=[O:19])[NH:12][C:13]=4[CH3:18])=[O:17])[CH:36]=3)[NH:31][N:30]=2)[CH:24]=[C:25]([F:27])[CH:26]=1. Given the reactants [F:1][C:2]1[CH:3]=[C:4]([CH:9]2[C:14]([C:15]([OH:17])=O)=[C:13]([CH3:18])[NH:12][C:11](=[O:19])[NH:10]2)[CH:5]=[C:6]([F:8])[CH:7]=1.[F:20][C:21]1[CH:22]=[C:23]([NH:28][C:29]2[C:37]3[C:32](=[CH:33][CH:34]=[C:35]([NH2:38])[CH:36]=3)[NH:31][N:30]=2)[CH:24]=[C:25]([F:27])[CH:26]=1.C1CN([P+](Br)(N2CCCC2)N2CCCC2)CC1.F[P-](F)(F)(F)(F)F.C(N(C(C)C)CC)(C)C, predict the reaction product. (3) Given the reactants [CH3:1][N:2]1[C:7](=[O:8])[CH:6]=[C:5]([C:9]2[CH:14]=[CH:13][N:12]=[CH:11][N:10]=2)[N:4]=[C:3]1[N:15]1[CH2:20][CH2:19][NH:18][CH2:17][C@H:16]1[CH3:21].Br[C:23]1[CH:30]=[CH:29][CH:28]=[CH:27][C:24]=1[C:25]#[N:26].C1(P(C2CCCCC2)C2C=CC=CC=2C2C(OC)=CC=CC=2OC)CCCCC1.P([O-])([O-])([O-])=O.[K+].[K+].[K+], predict the reaction product. The product is: [CH3:21][C@H:16]1[N:15]([C:3]2[N:2]([CH3:1])[C:7](=[O:8])[CH:6]=[C:5]([C:9]3[CH:14]=[CH:13][N:12]=[CH:11][N:10]=3)[N:4]=2)[CH2:20][CH2:19][N:18]([C:23]2[CH:30]=[CH:29][CH:28]=[CH:27][C:24]=2[C:25]#[N:26])[CH2:17]1. (4) Given the reactants [N:1]([C:4]1[CH:22]=[CH:21][C:7]([O:8][C:9]2[C:14]([C:15]3[CH:20]=[CH:19][N:18]=[CH:17][N:16]=3)=[CH:13][CH:12]=[CH:11][N:10]=2)=[C:6]([CH3:23])[CH:5]=1)=[C:2]=[O:3].[CH3:24][N:25]([CH3:42])[CH2:26][CH2:27][CH2:28][N:29]([CH3:41])[C:30]1[C:31]([NH2:40])=[CH:32][C:33]([C:36]([F:39])([F:38])[F:37])=[CH:34][CH:35]=1, predict the reaction product. The product is: [CH3:42][N:25]([CH3:24])[CH2:26][CH2:27][CH2:28][N:29]([CH3:41])[C:30]1[CH:35]=[CH:34][C:33]([C:36]([F:39])([F:37])[F:38])=[CH:32][C:31]=1[NH:40][C:2]([NH:1][C:4]1[CH:22]=[CH:21][C:7]([O:8][C:9]2[C:14]([C:15]3[CH:20]=[CH:19][N:18]=[CH:17][N:16]=3)=[CH:13][CH:12]=[CH:11][N:10]=2)=[C:6]([CH3:23])[CH:5]=1)=[O:3]. (5) Given the reactants [OH:1][CH2:2][C:3]([NH:6][C:7](=[O:13])[O:8][C:9]([CH3:12])([CH3:11])[CH3:10])([CH3:5])[CH3:4].CCN(CC)CC.[CH3:21][S:22](Cl)(=[O:24])=[O:23], predict the reaction product. The product is: [CH3:21][S:22]([O:1][CH2:2][C:3]([NH:6][C:7]([O:8][C:9]([CH3:12])([CH3:11])[CH3:10])=[O:13])([CH3:4])[CH3:5])(=[O:24])=[O:23]. (6) Given the reactants [N+:1]([C:4]1[CH:29]=[CH:28][C:7]([CH2:8][C:9]([CH2:18][C:19]2[CH:24]=[CH:23][C:22]([N+:25]([O-:27])=[O:26])=[CH:21][CH:20]=2)([C:14](OC)=[O:15])[C:10](OC)=[O:11])=[CH:6][CH:5]=1)([O-:3])=[O:2].[OH-].[Li+].Cl.B, predict the reaction product. The product is: [N+:1]([C:4]1[CH:5]=[CH:6][C:7]([CH2:8][C:9]([CH2:18][C:19]2[CH:24]=[CH:23][C:22]([N+:25]([O-:27])=[O:26])=[CH:21][CH:20]=2)([CH2:10][OH:11])[CH2:14][OH:15])=[CH:28][CH:29]=1)([O-:3])=[O:2].